This data is from Experimentally validated miRNA-target interactions with 360,000+ pairs, plus equal number of negative samples. The task is: Binary Classification. Given a miRNA mature sequence and a target amino acid sequence, predict their likelihood of interaction. The miRNA is hsa-miR-484 with sequence UCAGGCUCAGUCCCCUCCCGAU. The protein sequence of the target gene is MSGPTWLPPKQPEPARAPQGRAIPRGTPGPPPAHGAALQPHPRVNFCPLPSEQCYQAPGGPEDRGPAWVGSHGVLQHTQGLPADRGGLRPGSLDAEIDLLSSTLAELNGGRGHASRRPDRQAYEPPPPPAYRTGSLKPNPASPLPASPYGGPTPASYTTASTPAGPAFPVQVKVAQPVRGCGPPRRGASQASGPLPGPHFPLPGRGEVWGPGYRSQREPGPGAKEEAAGVSGPAGRGRGGEHGPQVPLSQPPEDELDRLTKKLVHDMNHPPSGEYFGQCGGCGEDVVGDGAGVVALDRVF.... Result: 1 (interaction).